This data is from Peptide-MHC class I binding affinity with 185,985 pairs from IEDB/IMGT. The task is: Regression. Given a peptide amino acid sequence and an MHC pseudo amino acid sequence, predict their binding affinity value. This is MHC class I binding data. (1) The peptide sequence is STTFHQTLQD. The MHC is HLA-A02:01 with pseudo-sequence HLA-A02:01. The binding affinity (normalized) is 0. (2) The peptide sequence is LVNHYFQTR. The MHC is HLA-A02:06 with pseudo-sequence HLA-A02:06. The binding affinity (normalized) is 0. (3) The peptide sequence is SVLLFLAFVV. The MHC is HLA-A02:06 with pseudo-sequence HLA-A02:06. The binding affinity (normalized) is 0.758. (4) The peptide sequence is LTDSDSPTY. The MHC is HLA-A29:02 with pseudo-sequence HLA-A29:02. The binding affinity (normalized) is 0.543. (5) The peptide sequence is WTVNDIQKL. The MHC is HLA-B14:02 with pseudo-sequence HLA-B14:02. The binding affinity (normalized) is 0. (6) The peptide sequence is VFAVLSIVNR. The MHC is HLA-A01:01 with pseudo-sequence HLA-A01:01. The binding affinity (normalized) is 0.0771. (7) The peptide sequence is EADPTGHSY. The MHC is HLA-B27:05 with pseudo-sequence HLA-B27:05. The binding affinity (normalized) is 0.0847.